From a dataset of Full USPTO retrosynthesis dataset with 1.9M reactions from patents (1976-2016). Predict the reactants needed to synthesize the given product. (1) Given the product [Cl:22][C:17]1[CH:16]=[C:15]([NH:14][C:5]2[C:4]3[C:9](=[CH:10][CH:11]=[C:2]([NH:1][CH2:27][C:26]4[CH:29]=[CH:30][CH:31]=[C:24]([OH:23])[CH:25]=4)[CH:3]=3)[N:8]=[CH:7][C:6]=2[C:12]#[N:13])[CH:20]=[CH:19][C:18]=1[F:21], predict the reactants needed to synthesize it. The reactants are: [NH2:1][C:2]1[CH:3]=[C:4]2[C:9](=[CH:10][CH:11]=1)[N:8]=[CH:7][C:6]([C:12]#[N:13])=[C:5]2[NH:14][C:15]1[CH:20]=[CH:19][C:18]([F:21])=[C:17]([Cl:22])[CH:16]=1.[OH:23][C:24]1[CH:25]=[C:26]([CH:29]=[CH:30][CH:31]=1)[CH:27]=O.[BH3-]C#N.[Na+]. (2) Given the product [CH3:42][C:36]1[CH:37]=[C:38]([CH3:41])[CH:39]=[CH:40][C:35]=1[O:34][CH2:33][C@H:32]([OH:43])[CH2:31][NH:30][C:2]1[CH:7]=[CH:6][NH:5][C:4](=[O:8])[C:3]=1[C:9]1[NH:10][C:11]2[C:19]([N:20]=1)=[CH:18][C:17]1[C:16](=[O:21])[N:15]([CH:22]3[CH2:27][CH2:26][N:25]([CH3:28])[CH2:24][CH2:23]3)[C:14](=[O:29])[C:13]=1[CH:12]=2, predict the reactants needed to synthesize it. The reactants are: Cl[C:2]1[CH:7]=[CH:6][NH:5][C:4](=[O:8])[C:3]=1[C:9]1[NH:10][C:11]2[C:19]([N:20]=1)=[CH:18][C:17]1[C:16](=[O:21])[N:15]([CH:22]3[CH2:27][CH2:26][N:25]([CH3:28])[CH2:24][CH2:23]3)[C:14](=[O:29])[C:13]=1[CH:12]=2.[NH2:30][CH2:31][C@@H:32]([OH:43])[CH2:33][O:34][C:35]1[CH:40]=[CH:39][C:38]([CH3:41])=[CH:37][C:36]=1[CH3:42].CCN(CC)CC. (3) Given the product [F:43][C:42]([F:45])([F:44])[C:40]([OH:46])=[O:41].[CH3:29][N:30]([CH3:31])[C:2]1[N:7]=[C:6]([S:8][CH3:9])[N:5]=[C:4]([NH:10][C@@H:11]2[CH2:16][CH2:15][C@H:14]([NH:17][C:18](=[O:27])[C:19]3[CH:24]=[CH:23][C:22]([F:25])=[C:21]([F:26])[CH:20]=3)[CH2:13][CH2:12]2)[CH:3]=1, predict the reactants needed to synthesize it. The reactants are: Cl[C:2]1[N:7]=[C:6]([S:8][CH3:9])[N:5]=[C:4]([NH:10][C@@H:11]2[CH2:16][CH2:15][C@H:14]([NH:17][C:18](=[O:27])[C:19]3[CH:24]=[CH:23][C:22]([F:25])=[C:21]([F:26])[CH:20]=3)[CH2:13][CH2:12]2)[CH:3]=1.C[CH2:29][N:30](C(C)C)[CH:31](C)C.CNC.[C:40]([OH:46])([C:42]([F:45])([F:44])[F:43])=[O:41]. (4) Given the product [OH:1][C:2]1[C:11]2[C:6](=[CH:7][CH:8]=[CH:9][CH:10]=2)[CH:5]=[C:4]([NH2:13])[CH:3]=1, predict the reactants needed to synthesize it. The reactants are: [OH:1][C:2]1[C:11]2[C:6](=[CH:7][CH:8]=[CH:9][CH:10]=2)[CH:5]=[C:4](O)[CH:3]=1.[NH3:13]. (5) Given the product [C:1]([O:5][C:6]([N:8]([CH2:10][C:11]1[CH:12]=[CH:13][C:14]([NH:17][C:18]2[S:19][C:20]([S:23][C:24]3[CH:29]=[CH:28][N:27]=[C:26]([C:30]([OH:32])=[O:31])[C:25]=3[F:34])=[CH:21][N:22]=2)=[N:15][CH:16]=1)[CH3:9])=[O:7])([CH3:4])([CH3:2])[CH3:3], predict the reactants needed to synthesize it. The reactants are: [C:1]([O:5][C:6]([N:8]([CH2:10][C:11]1[CH:12]=[CH:13][C:14]([NH:17][C:18]2[S:19][C:20]([S:23][C:24]3[CH:29]=[CH:28][N:27]=[C:26]([C:30]([O:32]C)=[O:31])[C:25]=3[F:34])=[CH:21][N:22]=2)=[N:15][CH:16]=1)[CH3:9])=[O:7])([CH3:4])([CH3:3])[CH3:2].[OH-].[Na+].O.Cl. (6) Given the product [ClH:1].[CH3:37][C:34]1[S:33][C:32]([C:30]([N:28]2[CH2:29][C:23]3([CH2:22][NH:21][CH2:24]3)[O:25][CH2:26][CH2:27]2)=[O:31])=[CH:36][CH:35]=1, predict the reactants needed to synthesize it. The reactants are: [Cl:1]C(OC(Cl)C)=O.C([N:21]1[CH2:24][C:23]2([CH2:29][N:28]([C:30]([C:32]3[S:33][C:34]([CH3:37])=[CH:35][CH:36]=3)=[O:31])[CH2:27][CH2:26][O:25]2)[CH2:22]1)(C1C=CC=CC=1)C1C=CC=CC=1. (7) Given the product [Br:9][C:10]1[C:11]([CH:19]([C:18]2[CH:21]=[CH:22][CH:23]=[CH:24][C:17]=2[Cl:16])[OH:20])=[N:12][CH:13]=[N:14][CH:15]=1, predict the reactants needed to synthesize it. The reactants are: C([N-]C(C)C)(C)C.[Li+].[Br:9][C:10]1[CH:11]=[N:12][CH:13]=[N:14][CH:15]=1.[Cl:16][C:17]1[CH:24]=[CH:23][CH:22]=[CH:21][C:18]=1[CH:19]=[O:20].